Dataset: Forward reaction prediction with 1.9M reactions from USPTO patents (1976-2016). Task: Predict the product of the given reaction. (1) Given the reactants [Cl:1][C:2]1[N:7]=[C:6]([N:8]([C@@H:17]2[CH2:21][CH2:20][C:19]([F:23])([F:22])[CH2:18]2)[CH2:9][C:10]([CH3:16])([CH3:15])[C:11]([O:13]C)=O)[C:5]([N+:24]([O-])=O)=[CH:4][N:3]=1, predict the reaction product. The product is: [Cl:1][C:2]1[N:3]=[CH:4][C:5]2[NH:24][C:11](=[O:13])[C:10]([CH3:16])([CH3:15])[CH2:9][N:8]([C@@H:17]3[CH2:21][CH2:20][C:19]([F:22])([F:23])[CH2:18]3)[C:6]=2[N:7]=1. (2) Given the reactants [OH:1][CH:2]([C:4]1[CH:11]=[CH:10][C:7]([C:8]#[N:9])=[CH:6][CH:5]=1)[CH3:3].[Cl:12][C:13]1[CH:18]=[CH:17][C:16]([Mg]Br)=[CH:15][CH:14]=1, predict the reaction product. The product is: [NH2:9][CH:8]([C:16]1[CH:17]=[CH:18][C:13]([Cl:12])=[CH:14][CH:15]=1)[C:7]1[CH:10]=[CH:11][C:4]([CH:2]([OH:1])[CH3:3])=[CH:5][CH:6]=1. (3) Given the reactants [F:1][C:2]1[CH:7]=[CH:6][C:5]([NH:8][C:9](=[O:18])[C:10]2[CH:15]=[CH:14][C:13]([CH3:16])=[C:12](I)[CH:11]=2)=[CH:4][C:3]=1[C:19]([F:22])([F:21])[F:20].[B:23]1([B:23]2[O:27][C:26]([CH3:29])([CH3:28])[C:25]([CH3:31])([CH3:30])[O:24]2)[O:27][C:26]([CH3:29])([CH3:28])[C:25]([CH3:31])([CH3:30])[O:24]1.CC([O-])=O.[K+], predict the reaction product. The product is: [F:1][C:2]1[CH:7]=[CH:6][C:5]([NH:8][C:9](=[O:18])[C:10]2[CH:15]=[CH:14][C:13]([CH3:16])=[C:12]([B:23]3[O:27][C:26]([CH3:29])([CH3:28])[C:25]([CH3:31])([CH3:30])[O:24]3)[CH:11]=2)=[CH:4][C:3]=1[C:19]([F:22])([F:21])[F:20]. (4) Given the reactants [NH2:1][C:2]1[N:10]=[CH:9][N:8]=[C:7]2[C:3]=1[NH:4][C:5](=[O:24])[N:6]2[C@@H:11]1[CH2:16][CH2:15][CH2:14][N:13]([C:17]([O:19][C:20]([CH3:23])([CH3:22])[CH3:21])=[O:18])[CH2:12]1.[O:25]([C:32]1[CH:37]=[CH:36][C:35](B(O)O)=[CH:34][CH:33]=1)[C:26]1[CH:31]=[CH:30][CH:29]=[CH:28][CH:27]=1.N1C=CC=CC=1, predict the reaction product. The product is: [NH2:1][C:2]1[N:10]=[CH:9][N:8]=[C:7]2[C:3]=1[N:4]([C:35]1[CH:36]=[CH:37][C:32]([O:25][C:26]3[CH:31]=[CH:30][CH:29]=[CH:28][CH:27]=3)=[CH:33][CH:34]=1)[C:5](=[O:24])[N:6]2[C@@H:11]1[CH2:16][CH2:15][CH2:14][N:13]([C:17]([O:19][C:20]([CH3:21])([CH3:23])[CH3:22])=[O:18])[CH2:12]1. (5) Given the reactants [NH2:1][C:2]1[CH:20]=[CH:19][C:5]([O:6][C:7]2[CH:12]=[CH:11][N:10]=[C:9]3[NH:13][N:14]=[C:15]([CH2:16]CO)[C:8]=23)=[C:4]([F:21])[CH:3]=1.FC1C=C[C:26]([N:29]2[C:34](=[O:35])[C:33]([C:36]([OH:38])=O)=[CH:32][CH:31]=N2)=CC=1.[C:39]([O-])(O)=O.[Na+], predict the reaction product. The product is: [F:21][C:4]1[CH:3]=[C:2]([NH:1][C:36]([C:33]2[C:34](=[O:35])[N:29]([CH3:26])[CH:39]=[CH:31][CH:32]=2)=[O:38])[CH:20]=[CH:19][C:5]=1[O:6][C:7]1[CH:12]=[CH:11][N:10]=[C:9]2[NH:13][N:14]=[C:15]([CH3:16])[C:8]=12. (6) Given the reactants [N:1]1[N:2]([C:6]2[CH:11]=[CH:10][CH:9]=[CH:8][C:7]=2[C:12]([N:14]2[CH2:19][C@H:18]([OH:20])[CH2:17][CH2:16][C@H:15]2[CH3:21])=[O:13])[N:3]=[CH:4][CH:5]=1.[H-].[Na+].Cl[C:25]1[N:32]=[CH:31][CH:30]=[C:29]([S:33][CH3:34])[C:26]=1[C:27]#[N:28], predict the reaction product. The product is: [CH3:34][S:33][C:29]1[CH:30]=[CH:31][N:32]=[C:25]([O:20][C@@H:18]2[CH2:17][CH2:16][C@@H:15]([CH3:21])[N:14]([C:12]([C:7]3[CH:8]=[CH:9][CH:10]=[CH:11][C:6]=3[N:2]3[N:3]=[CH:4][CH:5]=[N:1]3)=[O:13])[CH2:19]2)[C:26]=1[C:27]#[N:28]. (7) Given the reactants Br[C:2]1[CH:10]=[C:9]2[C:5]([C:6]3([CH2:15][CH2:14][CH2:13][CH2:12]3)[C:7](=[O:11])[NH:8]2)=[CH:4][CH:3]=1.[CH3:16][C:17]1[CH:25]=[CH:24][C:20]([C:21]([OH:23])=[O:22])=[CH:19][C:18]=1B1OC(C)(C)C(C)(C)O1.C(=O)([O-])[O-].[Cs+].[Cs+], predict the reaction product. The product is: [CH3:16][C:17]1[CH:25]=[CH:24][C:20]([C:21]([OH:23])=[O:22])=[CH:19][C:18]=1[C:2]1[CH:10]=[C:9]2[C:5]([C:6]3([CH2:15][CH2:14][CH2:13][CH2:12]3)[C:7](=[O:11])[NH:8]2)=[CH:4][CH:3]=1.